Dataset: Peptide-MHC class II binding affinity with 134,281 pairs from IEDB. Task: Regression. Given a peptide amino acid sequence and an MHC pseudo amino acid sequence, predict their binding affinity value. This is MHC class II binding data. The binding affinity (normalized) is 0.572. The MHC is HLA-DQA10501-DQB10303 with pseudo-sequence HLA-DQA10501-DQB10303. The peptide sequence is MLHWSLILPGIKAQQ.